Dataset: Catalyst prediction with 721,799 reactions and 888 catalyst types from USPTO. Task: Predict which catalyst facilitates the given reaction. (1) Reactant: Cl[C:2]1[CH:7]=[C:6]([Cl:8])[N:5]=[CH:4][N:3]=1.[NH2:9][C:10]1[CH:19]=[C:18]2[C:13]([CH:14]=[CH:15][CH:16]=[N:17]2)=[CH:12][CH:11]=1.C([O-])([O-])=O.[K+].[K+]. Product: [Cl:8][C:6]1[N:5]=[CH:4][N:3]=[C:2]([NH:9][C:10]2[CH:19]=[C:18]3[C:13]([CH:14]=[CH:15][CH:16]=[N:17]3)=[CH:12][CH:11]=2)[CH:7]=1. The catalyst class is: 3. (2) The catalyst class is: 51. Product: [Cl:67][C:65]1[N:64]=[C:63]2[C:59]([N:60]=[CH:61][N:62]2[CH:68]2[CH2:72][CH2:71][CH2:77][CH2:78][O:79]2)=[C:58]([NH:57][C@H:20]2[CH2:25][CH2:24][C@H:23]([NH:26][C:27]3[N:35]=[C:34]([Cl:36])[N:33]=[C:32]4[C:28]=3[N:29]=[CH:30][N:31]4[CH:37]3[CH2:41][CH2:40][CH2:46][CH2:47][O:49]3)[CH2:22][CH2:21]2)[N:66]=1. Reactant: [C@@H]1(N2C3N=CN=C(N)C=3N=C2)O[C@H](CO)[C@@H](O)[C@H]1O.[C@H:20]1([NH:57][C:58]2[N:66]=[C:65]([Cl:67])[N:64]=[C:63]3[C:59]=2[N:60]=[CH:61][N:62]3[C@H:68]2[C@H:72](CC([O-])=O)[C@@H:71]([CH2:77][C:78]([O-])=[O:79])[C@H](C3N=NN(CC)N=3)O2)[CH2:25][CH2:24][C@H:23]([NH:26][C:27]2[N:35]=[C:34]([Cl:36])[N:33]=[C:32]3[C:28]=2[N:29]=[CH:30][N:31]3[C@H:37]2[C@H:41](CC([O-])=O)[C@@H:40]([CH2:46][C:47]([O-:49])=O)[C@H](C3N=NN(CC)N=3)O2)[CH2:22][CH2:21]1.N[C@H]1CC[C@H](N)CC1.C(N(C(C)C)CC)(C)C. (3) Reactant: [CH3:1][CH:2]1[CH2:7][CH2:6][N:5]([CH:8]([C:20]2[CH:25]=[CH:24][CH:23]=[CH:22][CH:21]=2)[C:9]([O:11][C@@H:12]2[CH:17]3[CH2:18][CH2:19][N:14]([CH2:15][CH2:16]3)[CH2:13]2)=[O:10])[CH2:4][CH2:3]1.[Br:26][CH2:27][C:28]([C:30]1[CH:35]=[CH:34][CH:33]=[CH:32][CH:31]=1)=[O:29]. Product: [Br-:26].[CH3:1][CH:2]1[CH2:7][CH2:6][N:5]([CH:8]([C:20]2[CH:25]=[CH:24][CH:23]=[CH:22][CH:21]=2)[C:9]([O:11][C@@H:12]2[CH:17]3[CH2:18][CH2:19][N+:14]([CH2:27][C:28](=[O:29])[C:30]4[CH:35]=[CH:34][CH:33]=[CH:32][CH:31]=4)([CH2:15][CH2:16]3)[CH2:13]2)=[O:10])[CH2:4][CH2:3]1. The catalyst class is: 10. (4) Reactant: [NH2:1][C:2]1[CH:7]=[CH:6][C:5]([N:8]2[CH2:13][CH2:12][O:11][CH2:10][C:9]2=[O:14])=[C:4]([Cl:15])[CH:3]=1.Cl[C:17](OC1C=CC([N+]([O-])=O)=CC=1)=[O:18].N1C=CC=CC=1.[N:35]1([C:40]([O:42][C:43]([CH3:46])([CH3:45])[CH3:44])=[O:41])[CH2:39][CH2:38][CH2:37][NH:36]1.C(N(C(C)C)C(C)C)C. Product: [Cl:15][C:4]1[CH:3]=[C:2]([NH:1][C:17]([N:36]2[CH2:37][CH2:38][CH2:39][N:35]2[C:40]([O:42][C:43]([CH3:46])([CH3:45])[CH3:44])=[O:41])=[O:18])[CH:7]=[CH:6][C:5]=1[N:8]1[CH2:13][CH2:12][O:11][CH2:10][C:9]1=[O:14]. The catalyst class is: 4. (5) Reactant: [F:1][C:2]1[CH:7]=[CH:6][C:5]([N:8]=[C:9]=[O:10])=[CH:4][C:3]=1[F:11].[NH2:12][CH2:13][CH2:14][CH2:15][NH:16][C:17]1[CH:22]=[C:21]([C:23]2[CH:28]=[CH:27][CH:26]=[C:25]([CH3:29])[C:24]=2[CH3:30])[N:20]=[C:19]([NH2:31])[N:18]=1. Product: [NH2:31][C:19]1[N:18]=[C:17]([NH:16][CH2:15][CH2:14][CH2:13][NH:12][C:9](=[O:10])[NH:8][C:5]2[CH:6]=[CH:7][C:2]([F:1])=[C:3]([F:11])[CH:4]=2)[CH:22]=[C:21]([C:23]2[CH:28]=[CH:27][CH:26]=[C:25]([CH3:29])[C:24]=2[CH3:30])[N:20]=1. The catalyst class is: 5. (6) Reactant: C1(C(C2C=CC=CC=2)C([O:10][C@H:11]2[CH2:15][CH2:14][N:13]([CH2:16][C@H:17]([C:35]3[CH:40]=[CH:39][CH:38]=[C:37]([NH2:41])[CH:36]=3)[N:18]([C:20](=[O:34])[CH:21]([C:28]3[CH:33]=[CH:32][CH:31]=[CH:30][CH:29]=3)[C:22]3[CH:27]=[CH:26][CH:25]=[CH:24][CH:23]=3)[CH3:19])[CH2:12]2)=O)C=CC=CC=1.[CH3:48][O:49][CH2:50][CH2:51][O:52][CH2:53][C:54](O)=[O:55].C1(C)C=CC(S([O-])(=O)=O)=CC=1.CN(C)C1C=C[NH+]=CC=1.CC(N=C=NC(C)C)C. Product: [OH:10][C@H:11]1[CH2:15][CH2:14][N:13]([CH2:16][C@@H:17]([N:18]([CH3:19])[C:20](=[O:34])[CH:21]([C:22]2[CH:27]=[CH:26][CH:25]=[CH:24][CH:23]=2)[C:28]2[CH:29]=[CH:30][CH:31]=[CH:32][CH:33]=2)[C:35]2[CH:40]=[CH:39][CH:38]=[C:37]([NH:41][C:54](=[O:55])[CH2:53][O:52][CH2:51][CH2:50][O:49][CH3:48])[CH:36]=2)[CH2:12]1. The catalyst class is: 4. (7) Reactant: [NH2:1][C:2]1[C:7]([N+:8]([O-:10])=[O:9])=[C:6](Cl)[N:5]=[CH:4][N:3]=1.C(N(CC)CC)C.[NH2:19][C@@H:20]1[CH2:24][C@H:23]([CH2:25][OH:26])[C@@H:22]([OH:27])[C@H:21]1[OH:28]. The catalyst class is: 35. Product: [NH2:1][C:2]1[N:3]=[CH:4][N:5]=[C:6]([NH:19][C@@H:20]2[CH2:24][C@H:23]([CH2:25][OH:26])[C@@H:22]([OH:27])[C@H:21]2[OH:28])[C:7]=1[N+:8]([O-:10])=[O:9]. (8) Reactant: [H-].[Na+].C(OP([CH2:11][C:12]([O:14][CH2:15][CH3:16])=[O:13])(OCC)=O)C.[F:17][C:18]1[CH:23]=[CH:22][C:21]([C:24]([C:26]2[CH:31]=[CH:30][C:29]([F:32])=[CH:28][CH:27]=2)=O)=[CH:20][CH:19]=1. Product: [F:17][C:18]1[CH:19]=[CH:20][C:21]([C:24]([C:26]2[CH:31]=[CH:30][C:29]([F:32])=[CH:28][CH:27]=2)=[CH:11][C:12]([O:14][CH2:15][CH3:16])=[O:13])=[CH:22][CH:23]=1. The catalyst class is: 691. (9) Reactant: [Cl:1][C:2]1[CH:7]=[C:6]([F:8])[CH:5]=[CH:4][C:3]=1[NH:9][S:10]([CH:13]1[C:18]([C:19]([O:21][CH2:22][CH3:23])=[O:20])=[CH:17][C:16]([O:26][CH3:27])([O:24][CH3:25])[CH2:15][CH2:14]1)(=[O:12])=[O:11].[CH3:28][C:29]1([CH3:46])[O:33][C@H:32](CO[Si](C)(C)C)[C@@H:31](CO[Si](C)(C)C)[O:30]1.FC(F)(F)S(O[Si](C)(C)C)(=O)=O.C(=O)([O-])O.[Na+]. Product: [Cl:1][C:2]1[CH:7]=[C:6]([F:8])[CH:5]=[CH:4][C:3]=1[NH:9][S:10]([CH:13]1[CH2:14][CH2:15][C:16]2([O:24][C@@H:25]([C@H:31]3[CH2:32][O:33][C:29]([CH3:46])([CH3:28])[O:30]3)[CH2:27][O:26]2)[CH:17]=[C:18]1[C:19]([O:21][CH2:22][CH3:23])=[O:20])(=[O:11])=[O:12]. The catalyst class is: 4.